Task: Predict the reactants needed to synthesize the given product.. Dataset: Full USPTO retrosynthesis dataset with 1.9M reactions from patents (1976-2016) (1) Given the product [C:6]([C:7]1[CH:16]=[CH:15][C:14]2[C:9](=[CH:10][CH:11]=[CH:12][CH:13]=2)[N:8]=1)#[CH:5], predict the reactants needed to synthesize it. The reactants are: C[Si]([C:5]#[C:6][C:7]1[CH:16]=[CH:15][C:14]2[C:9](=[CH:10][CH:11]=[CH:12][CH:13]=2)[N:8]=1)(C)C.C([O-])([O-])=O.[K+].[K+].CCOC(C)=O.CCCCCC.Cl. (2) Given the product [ClH:38].[OH:15][CH2:14][C:13]1[CH:17]=[CH:18][CH:19]=[C:20]([CH3:21])[C:12]=1[CH2:11][NH:10][C:9]1[C:4]2[N:5]([C:22]([CH3:23])=[C:2]([CH3:1])[N:3]=2)[CH:6]=[CH:7][CH:8]=1, predict the reactants needed to synthesize it. The reactants are: [CH3:1][C:2]1[N:3]=[C:4]2[C:9]([NH:10][CH2:11][C:12]3[C:20]([CH3:21])=[CH:19][CH:18]=[CH:17][C:13]=3[C:14](O)=[O:15])=[CH:8][CH:7]=[CH:6][N:5]2[C:22]=1[CH3:23].COCCO[AlH2-]OCCOC.[Na+].O.C(Cl)[Cl:38]. (3) Given the product [Cl:13][C:14]1[CH:19]=[C:18]([Cl:20])[CH:17]=[CH:16][C:15]=1[C:21]1[N:26]=[C:25]([NH:27][CH2:28][CH2:29][NH:30][C:31]2[N:32]=[CH:33][C:34]([C:2]#[N:1])=[CH:35][CH:36]=2)[CH:24]=[CH:23][C:22]=1[C:40]1[NH:44][CH:43]=[CH:42][N:41]=1, predict the reactants needed to synthesize it. The reactants are: [NH2:1][CH2:2]CNC1N=CC(C#N)=CC=1.[Cl:13][C:14]1[CH:19]=[C:18]([Cl:20])[CH:17]=[CH:16][C:15]=1[C:21]1[N:26]=[C:25]([NH:27][CH2:28][CH2:29][NH:30][C:31]2[CH:36]=[CH:35][C:34]([N+]([O-])=O)=[CH:33][N:32]=2)[CH:24]=[CH:23][C:22]=1[C:40]1[NH:41][CH:42]=[CH:43][N:44]=1. (4) Given the product [Cl:12][C:11]1[C:6]([CH2:5][C:4]([NH2:23])=[O:3])=[CH:7][C:8]([N:13]2[CH2:18][CH2:17][N:16]([CH3:19])[CH2:15][CH2:14]2)=[N:9][CH:10]=1, predict the reactants needed to synthesize it. The reactants are: C([O:3][C:4](=O)[CH2:5][C:6]1[C:11]([Cl:12])=[CH:10][N:9]=[C:8]([N:13]2[CH2:18][CH2:17][N:16]([CH3:19])[CH2:15][CH2:14]2)[CH:7]=1)C.C([NH2:23])=O.C[O-].[Na+].[O-]S([O-])(=O)=O.[Na+].[Na+]. (5) Given the product [CH3:5][CH:6]([O:31][C:24]1[CH:25]=[CH:26][CH:27]=[C:28]2[C:23]=1[N:22]=[C:21]([NH2:20])[CH:30]=[CH:29]2)[CH2:1][CH:2]=[CH2:3], predict the reactants needed to synthesize it. The reactants are: [CH:1]1[CH:6]=[CH:5]C(P([C:1]2[CH:6]=[CH:5]C=[CH:3][CH:2]=2)[C:1]2[CH:6]=[CH:5]C=[CH:3][CH:2]=2)=[CH:3][CH:2]=1.[NH2:20][C:21]1[CH:30]=[CH:29][C:28]2[C:23](=[C:24]([OH:31])[CH:25]=[CH:26][CH:27]=2)[N:22]=1.CC(O)CC=C.C1C=CC(COC(/N=N/C(OCC2C=CC=CC=2)=O)=O)=CC=1. (6) Given the product [CH3:35][O:34][C:27]1[CH:28]=[CH:29][C:30]([CH2:32][N:1]2[CH2:6][CH2:5][CH:4]([C:7]3[C:15]4[C:10](=[CH:11][CH:12]=[CH:13][CH:14]=4)[N:9]([CH2:16][C:17]4[S:18][CH:19]=[CH:20][CH:21]=4)[CH:8]=3)[CH2:3][CH2:2]2)=[CH:31][C:26]=1[C:25]([OH:36])=[O:24], predict the reactants needed to synthesize it. The reactants are: [NH:1]1[CH2:6][CH2:5][CH:4]([C:7]2[C:15]3[C:10](=[CH:11][CH:12]=[CH:13][CH:14]=3)[N:9]([CH2:16][C:17]3[S:18][CH:19]=[CH:20][CH:21]=3)[CH:8]=2)[CH2:3][CH2:2]1.C([O:24][C:25](=[O:36])[C:26]1[CH:31]=[C:30]([CH2:32]Br)[CH:29]=[CH:28][C:27]=1[O:34][CH3:35])C. (7) Given the product [Br:1][C:2]1[CH:7]=[CH:6][N:5]=[C:4]([OH:8])[C:3]=1[O:9][C:10]1[CH:15]=[C:14]([CH:13]=[C:12]([Cl:17])[CH:11]=1)[C:20]#[N:21], predict the reactants needed to synthesize it. The reactants are: [Br:1][C:2]1[CH:7]=[CH:6][N:5]=[C:4]([OH:8])[C:3]=1[O:9][C:10]1[CH:15]=[C:14](I)[CH:13]=[C:12]([Cl:17])[CH:11]=1.N#N.[CH3:20][N:21](C=O)C. (8) Given the product [C:1]([C:3]1[C:4]([C:6]2[S:7][CH:8]=[CH:9][CH:10]=2)=[N:30][C:29]([NH:28][C:24]2[CH:25]=[CH:26][CH:27]=[C:22]([N+:19]([O-:21])=[O:20])[CH:23]=2)=[N:31][CH:11]=1)#[N:2], predict the reactants needed to synthesize it. The reactants are: [C:1]([C:3](=[CH:11]N(C)C)[C:4]([C:6]1[S:7][CH:8]=[CH:9][CH:10]=1)=O)#[N:2].[N+]([O-])([O-])=O.[N+:19]([C:22]1[CH:23]=[C:24]([NH:28][C:29]([NH2:31])=[NH2+:30])[CH:25]=[CH:26][CH:27]=1)([O-:21])=[O:20].[OH-].[Na+]. (9) Given the product [CH:48]1([N:30]([CH2:31][C:32]2[CH:37]=[C:36]([CH2:38][CH2:39][CH2:40][O:41][CH3:42])[CH:35]=[C:34]([O:43][CH2:44][CH2:45][O:46][CH3:47])[CH:33]=2)[C:28]([C@@H:16]2[C@@:15]([OH:51])([C:12]3[CH:13]=[N:14][C:9]([OH:8])=[CH:10][CH:11]=3)[CH2:20][CH2:19][N:18]([C:21]([O:23][C:24]([CH3:25])([CH3:26])[CH3:27])=[O:22])[CH2:17]2)=[O:29])[CH2:50][CH2:49]1, predict the reactants needed to synthesize it. The reactants are: C([O:8][C:9]1[N:14]=[CH:13][C:12]([C@@:15]2([OH:51])[CH2:20][CH2:19][N:18]([C:21]([O:23][C:24]([CH3:27])([CH3:26])[CH3:25])=[O:22])[CH2:17][C@@H:16]2[C:28]([N:30]([CH:48]2[CH2:50][CH2:49]2)[CH2:31][C:32]2[CH:37]=[C:36]([CH2:38][CH2:39][CH2:40][O:41][CH3:42])[CH:35]=[C:34]([O:43][CH2:44][CH2:45][O:46][CH3:47])[CH:33]=2)=[O:29])=[CH:11][CH:10]=1)C1C=CC=CC=1.C(O)(=O)C. (10) Given the product [Cl:22][C:4]1[C:5]2[CH2:11][CH2:10][CH2:9][NH:8][C:6]=2[N:7]=[C:2]([NH2:1])[N:3]=1, predict the reactants needed to synthesize it. The reactants are: [NH2:1][C:2]1[NH:3][C:4](=O)[C:5]2[CH2:11][CH2:10][CH2:9][NH:8][C:6]=2[N:7]=1.C(OC(=O)C)(=O)C.O=P(Cl)(Cl)[Cl:22].